The task is: Predict which catalyst facilitates the given reaction.. This data is from Catalyst prediction with 721,799 reactions and 888 catalyst types from USPTO. (1) Reactant: [CH3:1][O:2][C:3](=[O:31])[N:4]=[C:5]([S:29][CH3:30])[C:6]([C:20]1[CH:25]=[CH:24][C:23]([O:26][CH3:27])=[C:22]([OH:28])[CH:21]=1)=[N:7][C:8]1[CH:13]=[CH:12][C:11]([C:14]2[N:18]=[C:17]([CH3:19])[O:16][N:15]=2)=[CH:10][CH:9]=1.C(=O)([O-])[O-].[K+].[K+].I[CH2:39][CH3:40].O. Product: [CH3:1][O:2][C:3](=[O:31])[N:4]=[C:5]([S:29][CH3:30])[C:6]([C:20]1[CH:25]=[CH:24][C:23]([O:26][CH3:27])=[C:22]([O:28][CH2:39][CH3:40])[CH:21]=1)=[N:7][C:8]1[CH:13]=[CH:12][C:11]([C:14]2[N:18]=[C:17]([CH3:19])[O:16][N:15]=2)=[CH:10][CH:9]=1. The catalyst class is: 39. (2) Reactant: Br[C:2]1[CH:7]=[C:6]([Br:8])[CH:5]=[C:4]([Br:9])[CH:3]=1.CCCCCC.C([Li])CCC.[F:21][C:22]([F:30])([F:29])[C:23]([C:25]([F:28])([F:27])[F:26])=[O:24]. The catalyst class is: 27. Product: [F:21][C:22]([F:30])([F:29])[C:23]([C:2]1[CH:7]=[C:6]([Br:8])[CH:5]=[C:4]([Br:9])[CH:3]=1)([OH:24])[C:25]([F:28])([F:27])[F:26].